This data is from Forward reaction prediction with 1.9M reactions from USPTO patents (1976-2016). The task is: Predict the product of the given reaction. (1) Given the reactants [F:1][C:2]1[CH:10]=[C:9]2[C:5]([CH:6]=[N:7][NH:8]2)=[CH:4][C:3]=1[N+:11]([O-])=O.C(Cl)Cl.[H][H], predict the reaction product. The product is: [F:1][C:2]1[CH:10]=[C:9]2[C:5]([CH:6]=[N:7][NH:8]2)=[CH:4][C:3]=1[NH2:11]. (2) Given the reactants [S:1](=[O:5])(=[O:4])([OH:3])[OH:2].[NH2:6][C:7]1[CH:12]=[CH:11][C:10]([C:13]([F:16])([F:15])[F:14])=[CH:9][C:8]=1[N+:17]([O-:19])=[O:18].[N:20]([O-])=O.[Na+], predict the reaction product. The product is: [S:1](=[O:3])(=[O:2])([OH:5])[O-:4].[F:14][C:13]([F:16])([F:15])[C:10]1[CH:11]=[CH:12][C:7]([N+:6]#[N:20])=[C:8]([N+:17]([O-:19])=[O:18])[CH:9]=1. (3) Given the reactants [Cl:1][C:2]1[CH:3]=[N:4][C:5]2[C:10]([C:11]=1[CH2:12][CH2:13][C:14]13[CH2:21][CH2:20][C:17]([NH:22][CH2:23][C:24]4[CH:25]=[CH:26][C:27]5[O:28][CH2:29][C:30](=[O:34])[NH:31][C:32]=5[N:33]=4)([CH2:18][CH2:19]1)[CH2:16][CH2:15]3)=[N:9][C:8]([O:35]C)=[CH:7][CH:6]=2, predict the reaction product. The product is: [Cl:1][C:2]1[CH:3]=[N:4][C:5]2[C:10]([C:11]=1[CH2:12][CH2:13][C:14]13[CH2:19][CH2:18][C:17]([NH:22][CH2:23][C:24]4[CH:25]=[CH:26][C:27]5[O:28][CH2:29][C:30](=[O:34])[NH:31][C:32]=5[N:33]=4)([CH2:16][CH2:15]1)[CH2:20][CH2:21]3)=[N:9][C:8]([OH:35])=[CH:7][CH:6]=2. (4) The product is: [F:39][C:18]([F:17])([F:38])[C:19]1[CH:33]=[C:32]([C:34]([F:37])([F:36])[F:35])[CH:31]=[CH:30][C:20]=1[CH2:21][N:22]1[CH2:27][CH2:26][CH:25](/[CH:28]=[C:10]2/[C:6]([NH:5][C@H:4]([C:3]([N:2]([CH3:1])[CH3:16])=[O:15])[CH:12]([CH3:14])[CH3:13])=[N:7][C:8](=[O:11])[S:9]/2)[CH2:24][CH2:23]1. Given the reactants [CH3:1][N:2]([CH3:16])[C:3](=[O:15])[C@H:4]([CH:12]([CH3:14])[CH3:13])[NH:5][C:6]1[CH2:10][S:9][C:8](=[O:11])[N:7]=1.[F:17][C:18]([F:39])([F:38])[C:19]1[CH:33]=[C:32]([C:34]([F:37])([F:36])[F:35])[CH:31]=[CH:30][C:20]=1[CH2:21][N:22]1[CH2:27][CH2:26][CH:25]([CH:28]=O)[CH2:24][CH2:23]1.C([O-])(=O)C.[NH2+]1CCCCC1, predict the reaction product. (5) Given the reactants [Br:1][C:2]1[S:3][C:4]2[C:10](=[O:11])[CH2:9][CH:8]([CH3:12])[CH2:7][C:5]=2[N:6]=1.C1C(=O)N(Br)C(=O)C1.C(OOC(=O)C1C=CC=CC=1)(=O)C1C=CC=CC=1.C1CCN2C(=NCCC2)CC1.Cl, predict the reaction product. The product is: [Br:1][C:2]1[S:3][C:4]2[C:10]([OH:11])=[CH:9][C:8]([CH3:12])=[CH:7][C:5]=2[N:6]=1. (6) Given the reactants [C:1]1([S:7][C:8]2[CH:13]=[CH:12][C:11]([OH:14])=[CH:10][CH:9]=2)[CH:6]=[CH:5][CH:4]=[CH:3][CH:2]=1.C1(C)C=CC(S(O[CH2:25][C:26]([F:29])([F:28])[F:27])(=O)=O)=CC=1.C(=O)([O-])[O-].[K+].[K+].CN(C=O)C, predict the reaction product. The product is: [F:27][C:26]([F:29])([F:28])[CH2:25][O:14][C:11]1[CH:12]=[CH:13][C:8]([S:7][C:1]2[CH:2]=[CH:3][CH:4]=[CH:5][CH:6]=2)=[CH:9][CH:10]=1.